This data is from Peptide-MHC class II binding affinity with 134,281 pairs from IEDB. The task is: Regression. Given a peptide amino acid sequence and an MHC pseudo amino acid sequence, predict their binding affinity value. This is MHC class II binding data. (1) The peptide sequence is IKHIYAISSAALSAS. The MHC is DRB1_0405 with pseudo-sequence DRB1_0405. The binding affinity (normalized) is 0.588. (2) The peptide sequence is EKKYFYATQFEPLAA. The MHC is HLA-DQA10101-DQB10501 with pseudo-sequence HLA-DQA10101-DQB10501. The binding affinity (normalized) is 0.602.